This data is from Catalyst prediction with 721,799 reactions and 888 catalyst types from USPTO. The task is: Predict which catalyst facilitates the given reaction. (1) Reactant: [C:1](Cl)([C:14]1[CH:19]=[CH:18][CH:17]=[CH:16][CH:15]=1)([C:8]1[CH:13]=[CH:12][CH:11]=[CH:10][CH:9]=1)[C:2]1[CH:7]=[CH:6][CH:5]=[CH:4][CH:3]=1.[NH:21]1[CH:25]=[C:24]([CH:26]=[O:27])[N:23]=[CH:22]1.C(N(CC)CC)C.O. Product: [C:1]([N:21]1[CH:25]=[C:24]([CH:26]=[O:27])[N:23]=[CH:22]1)([C:14]1[CH:19]=[CH:18][CH:17]=[CH:16][CH:15]=1)([C:8]1[CH:13]=[CH:12][CH:11]=[CH:10][CH:9]=1)[C:2]1[CH:7]=[CH:6][CH:5]=[CH:4][CH:3]=1. The catalyst class is: 9. (2) Reactant: [CH3:1][N:2]([CH3:9])[CH2:3][CH2:4][O:5][CH2:6][CH2:7][OH:8].[CH2:10]([O:12][C:13](=[O:16])[CH2:14][Br:15])[CH3:11]. Product: [Br-:15].[CH2:10]([O:12][C:13](=[O:16])[CH2:14][N+:2]([CH2:3][CH2:4][O:5][CH2:6][CH2:7][OH:8])([CH3:9])[CH3:1])[CH3:11]. The catalyst class is: 4.